This data is from Full USPTO retrosynthesis dataset with 1.9M reactions from patents (1976-2016). The task is: Predict the reactants needed to synthesize the given product. (1) Given the product [CH:17]12[C:25](=[C:8]([C:5]3[CH:6]=[CH:7][C:2]([Br:1])=[CH:3][CH:4]=3)[C:10]3[CH:15]=[CH:14][C:13]([OH:16])=[CH:12][CH:11]=3)[CH:21]([CH2:22][CH2:23][CH2:24]1)[CH2:20][CH2:19][CH2:18]2, predict the reactants needed to synthesize it. The reactants are: [Br:1][C:2]1[CH:7]=[CH:6][C:5]([C:8]([C:10]2[CH:15]=[CH:14][C:13]([OH:16])=[CH:12][CH:11]=2)=O)=[CH:4][CH:3]=1.[CH:17]12[C:25](=O)[CH:21]([CH2:22][CH2:23][CH2:24]1)[CH2:20][CH2:19][CH2:18]2.O.C([O-])([O-])=O.[K+].[K+]. (2) Given the product [NH2:104][CH2:103][CH2:102][CH2:101][O:100][C:99]1[CH:98]=[C:97]([CH:114]=[CH:113][CH:112]=1)[CH2:96][N:94]1[CH:95]=[C:91]([C:86]2[CH:87]=[CH:88][CH:89]=[C:90]3[C:85]=2[CH2:84][CH2:83][CH2:82][N:81]3[C:79](=[O:80])[CH2:78][CH2:77][CH2:76][O:75][C:74]2[CH:115]=[CH:116][CH:117]=[C:118]([CH3:119])[C:73]=2[CH3:72])[CH:92]=[N:93]1, predict the reactants needed to synthesize it. The reactants are: NCC1C=C(C2C=CC=C3C=2CCCN3C(=O)CCCOC2C=CC=C(C)C=2C)C=CC=1.CC1C(C)=CC=CC=1OCCCC(N1C2C(=C(C3C=C(C=CC=3)CNC(=O)OC(C)(C)C)C=CC=2)CCC1)=O.[CH3:72][C:73]1[C:118]([CH3:119])=[CH:117][CH:116]=[CH:115][C:74]=1[O:75][CH2:76][CH2:77][CH2:78][C:79]([N:81]1[C:90]2[C:85](=[C:86]([C:91]3[CH:92]=[N:93][N:94]([CH2:96][C:97]4[CH:98]=[C:99]([CH:112]=[CH:113][CH:114]=4)[O:100][CH2:101][CH2:102][CH2:103][NH:104]C(=O)OC(C)(C)C)[CH:95]=3)[CH:87]=[CH:88][CH:89]=2)[CH2:84][CH2:83][CH2:82]1)=[O:80]. (3) Given the product [F:51][C:52]1[CH:53]=[C:54]([CH:55]=[C:56]([C:58]2([O:64][CH3:65])[CH2:59][CH2:60][O:61][CH2:62][CH2:63]2)[CH:57]=1)[O:66][CH2:1][C:2]1[O:6][N:5]=[C:4]([C:7]2[CH:8]=[CH:9][CH:10]=[CH:11][CH:12]=2)[C:3]=1[C:13]1[CH:18]=[CH:17][C:16]([S:19]([NH2:22])(=[O:21])=[O:20])=[CH:15][CH:14]=1, predict the reactants needed to synthesize it. The reactants are: [CH3:1][C:2]1[O:6][N:5]=[C:4]([C:7]2[CH:12]=[CH:11][CH:10]=[CH:9][CH:8]=2)[C:3]=1[C:13]1[CH:18]=[CH:17][C:16]([S:19]([NH2:22])(=[O:21])=[O:20])=[CH:15][CH:14]=1.CN(C)CCN(C)C.C([Li])CCC.ClC(Cl)(Cl)C(Cl)(Cl)Cl.ClCC1ON=CC=1.[F:51][C:52]1[CH:53]=[C:54]([OH:66])[CH:55]=[C:56]([C:58]2([O:64][CH3:65])[CH2:63][CH2:62][O:61][CH2:60][CH2:59]2)[CH:57]=1. (4) The reactants are: [C:1]1([CH2:7][OH:8])[CH:6]=[CH:5][CH:4]=[CH:3][CH:2]=1.[CH3:9][C:10]1([CH3:26])[C:14]([CH3:16])([CH3:15])[O:13][B:12]([B:12]2[O:13][C:14]([CH3:16])([CH3:15])[C:10]([CH3:26])([CH3:9])[O:11]2)[O:11]1.Cl[CH2:28]Cl.C([O-])(=O)C.[K+]. Given the product [CH3:9][C:10]1([CH3:26])[C:14]([CH3:16])([CH3:15])[O:13][B:12]([C:4]2[CH:5]=[CH:6][C:1]([CH:7]([OH:8])[CH3:28])=[CH:2][CH:3]=2)[O:11]1, predict the reactants needed to synthesize it. (5) Given the product [CH3:38][C:10]1([CH2:9][OH:8])[S:16][CH2:15][CH2:14][N:13]2[C:17]([C:20]3([C:23]4[CH:28]=[CH:27][C:26]([C:40]5[CH:41]=[N:42][CH:43]=[N:44][CH:45]=5)=[CH:25][CH:24]=4)[CH2:21][CH2:22]3)=[N:18][N:19]=[C:12]2[CH2:11]1, predict the reactants needed to synthesize it. The reactants are: [Si]([O:8][CH2:9][C:10]1([CH3:38])[S:16][CH2:15][CH2:14][N:13]2[C:17]([C:20]3([C:23]4[CH:28]=[CH:27][C:26](B5OC(C)(C)C(C)(C)O5)=[CH:25][CH:24]=4)[CH2:22][CH2:21]3)=[N:18][N:19]=[C:12]2[CH2:11]1)(C(C)(C)C)(C)C.Br[C:40]1[CH:41]=[N:42][CH:43]=[N:44][CH:45]=1.C(=O)([O-])[O-].[K+].[K+].C(=O)([O-])O.[Na+]. (6) Given the product [CH2:16]([N:4]([CH2:1][CH2:2][CH3:3])[C:5]([C:7]1[CH:8]=[C:9]([CH:13]=[CH:14][CH:15]=1)[C:10]([NH:33][C@@H:34]([CH2:53][C:54]1[CH:55]=[CH:56][CH:57]=[CH:58][CH:59]=1)[CH2:35][NH:36][C@H:37]([C:39]([NH:41][C@H:42]([C:46]([NH:48][CH2:49][CH:50]([CH3:51])[CH3:52])=[O:47])[CH:43]([CH3:44])[CH3:45])=[O:40])[CH3:38])=[O:12])=[O:6])[CH2:17][CH3:18], predict the reactants needed to synthesize it. The reactants are: [CH2:1]([N:4]([CH2:16][CH2:17][CH3:18])[C:5]([C:7]1[CH:8]=[C:9]([CH:13]=[CH:14][CH:15]=1)[C:10]([OH:12])=O)=[O:6])[CH2:2][CH3:3].C(Cl)CCl.C1C=CC2N(O)N=NC=2C=1.[NH2:33][C@@H:34]([CH2:53][C:54]1[CH:59]=[CH:58][CH:57]=[CH:56][CH:55]=1)[CH2:35][NH:36][C@H:37]([C:39]([NH:41][C@H:42]([C:46]([NH:48][CH2:49][CH:50]([CH3:52])[CH3:51])=[O:47])[CH:43]([CH3:45])[CH3:44])=[O:40])[CH3:38]. (7) Given the product [C:1]([C:3]([S:13][CH2:14][CH3:15])=[CH:4][C@@H:5]1[C@@H:7]([C:8]([Cl:18])=[O:9])[C:6]1([CH3:12])[CH3:11])#[N:2], predict the reactants needed to synthesize it. The reactants are: [C:1]([C:3]([S:13][CH2:14][CH3:15])=[CH:4][C@@H:5]1[C@@H:7]([C:8](O)=[O:9])[C:6]1([CH3:12])[CH3:11])#[N:2].S(Cl)([Cl:18])=O. (8) Given the product [F:34][C:2]([F:33])([F:1])[C:3]1[CH:28]=[C:27]([C:29]([F:30])([F:31])[F:32])[CH:26]=[CH:25][C:4]=1[CH2:5][N:6]1[C:14]2[C:9](=[CH:10][C:11]([CH:15]=[C:16]3[S:20][C:19]([N:39]4[CH2:40][CH2:41][N:36]([CH3:35])[CH2:37][C@H:38]4[CH3:42])=[N:18][C:17]3=[O:24])=[CH:12][CH:13]=2)[CH:8]=[N:7]1, predict the reactants needed to synthesize it. The reactants are: [F:1][C:2]([F:34])([F:33])[C:3]1[CH:28]=[C:27]([C:29]([F:32])([F:31])[F:30])[CH:26]=[CH:25][C:4]=1[CH2:5][N:6]1[C:14]2[C:9](=[CH:10][C:11]([CH:15]=[C:16]3[S:20][C:19](SCC)=[N:18][C:17]3=[O:24])=[CH:12][CH:13]=2)[CH:8]=[N:7]1.[CH3:35][N:36]1[CH2:41][CH2:40][NH:39][C@H:38]([CH3:42])[CH2:37]1. (9) The reactants are: [CH3:1][C:2]([O:5][C:6]([N:8]1[CH2:13][CH2:12][N:11]([CH3:14])[CH2:10][CH:9]1[C:15](=[O:20])N(OC)C)=[O:7])([CH3:4])[CH3:3].[Cl:21][C:22]1[CH:23]=[C:24]([Cl:31])[C:25]2[O:29][CH:28]=[CH:27][C:26]=2[CH:30]=1. Given the product [C:2]([O:5][C:6]([N:8]1[CH2:13][CH2:12][N:11]([CH3:14])[CH2:10][CH:9]1[C:15]([C:28]1[O:29][C:25]2[C:24]([Cl:31])=[CH:23][C:22]([Cl:21])=[CH:30][C:26]=2[CH:27]=1)=[O:20])=[O:7])([CH3:1])([CH3:3])[CH3:4], predict the reactants needed to synthesize it.